From a dataset of Catalyst prediction with 721,799 reactions and 888 catalyst types from USPTO. Predict which catalyst facilitates the given reaction. Reactant: [Cl:1][C:2]1[CH:3]=[C:4]([OH:8])[CH:5]=[N:6][CH:7]=1.CC([O-])(C)C.[K+].Cl[C:16]1[CH:21]=[CH:20][CH:19]=[CH:18][N:17]=1. Product: [Cl:1][C:2]1[CH:7]=[N:6][CH:5]=[C:4]([O:8][C:16]2[CH:21]=[CH:20][CH:19]=[CH:18][N:17]=2)[CH:3]=1. The catalyst class is: 3.